Dataset: Forward reaction prediction with 1.9M reactions from USPTO patents (1976-2016). Task: Predict the product of the given reaction. (1) Given the reactants CON(C)[C:4](=[O:16])[C:5]1[CH:10]=[CH:9][C:8]([C:11]([F:14])([F:13])[F:12])=[C:7]([CH3:15])[CH:6]=1.[CH3:18][Mg]Br.C(OCC)C.Cl, predict the reaction product. The product is: [CH3:15][C:7]1[CH:6]=[C:5]([C:4](=[O:16])[CH3:18])[CH:10]=[CH:9][C:8]=1[C:11]([F:14])([F:13])[F:12]. (2) Given the reactants [C:1]([O:5][C:6]([NH:8][C@H:9]1[CH2:14][CH2:13][N:12]([C:15]([O:17][CH2:18][C:19]2[CH:24]=[CH:23][CH:22]=[CH:21][CH:20]=2)=[O:16])[CH2:11][C@@H:10]1[OH:25])=[O:7])([CH3:4])([CH3:3])[CH3:2].[OH-].[Na+].[CH3:28]OS(OC)(=O)=O.O, predict the reaction product. The product is: [C:1]([O:5][C:6]([NH:8][C@@H:9]1[CH2:14][CH2:13][N:12]([C:15]([O:17][CH2:18][C:19]2[CH:24]=[CH:23][CH:22]=[CH:21][CH:20]=2)=[O:16])[CH2:11][C@H:10]1[O:25][CH3:28])=[O:7])([CH3:4])([CH3:2])[CH3:3]. (3) Given the reactants CN(C)C(N(C)C)=N.[CH3:9][O:10][C:11](=[O:40])[CH:12](P(OC)(OC)=O)[NH:13][C:14](=[O:33])[C:15]1[CH:20]=[CH:19][C:18]([C:21]([NH:23][CH2:24][C:25]2[CH:30]=[CH:29][CH:28]=[C:27]([OH:31])[CH:26]=2)=[O:22])=[CH:17][C:16]=1[Cl:32].[CH:41]([C:43]1[S:47][C:46]([NH:48][C:49](=[O:55])[O:50][C:51]([CH3:54])([CH3:53])[CH3:52])=[N:45][C:44]=1[C:56]([F:59])([F:58])[F:57])=O.C(OC(C1SC(NC(=O)OC(C)(C)C)=NC=1C(F)(F)F)=O)C, predict the reaction product. The product is: [CH3:9][O:10][C:11](=[O:40])/[C:12](/[NH:13][C:14](=[O:33])[C:15]1[CH:20]=[CH:19][C:18]([C:21]([NH:23][CH2:24][C:25]2[CH:30]=[CH:29][CH:28]=[C:27]([OH:31])[CH:26]=2)=[O:22])=[CH:17][C:16]=1[Cl:32])=[CH:41]/[C:43]1[S:47][C:46]([NH:48][C:49]([O:50][C:51]([CH3:54])([CH3:52])[CH3:53])=[O:55])=[N:45][C:44]=1[C:56]([F:59])([F:58])[F:57]. (4) Given the reactants [CH:1]([NH:4][C:5]1[N:9]([CH3:10])[C:8]2[CH:11]=[CH:12][C:13]([NH2:15])=[CH:14][C:7]=2[N:6]=1)([CH3:3])[CH3:2].C([O-])(O)=O.[Na+].[Cl:21][C:22]1[N:27]=[C:26](Cl)[CH:25]=[CH:24][N:23]=1, predict the reaction product. The product is: [Cl:21][C:22]1[N:27]=[C:26]([NH:15][C:13]2[CH:12]=[CH:11][C:8]3[N:9]([CH3:10])[C:5]([NH:4][CH:1]([CH3:3])[CH3:2])=[N:6][C:7]=3[CH:14]=2)[CH:25]=[CH:24][N:23]=1. (5) The product is: [CH3:1][N:2]1[CH2:7][CH2:6][N:5]([CH2:15][C:16]([O:18][CH2:19][CH3:20])=[O:17])[CH2:4][CH2:3]1. Given the reactants [CH3:1][N:2]1[CH2:7][CH2:6][NH:5][CH2:4][CH2:3]1.C([O-])([O-])=O.[K+].[K+].Br[CH2:15][C:16]([O:18][CH2:19][CH3:20])=[O:17], predict the reaction product. (6) Given the reactants [OH:1][CH:2]1[CH2:7][CH2:6][N:5]([C:8]([O:10][C:11]([CH3:14])([CH3:13])[CH3:12])=[O:9])[CH2:4][CH2:3]1.Br[CH2:16][C:17]1[CH:18]=[C:19]2[N:25]=[C:24]([C:26]3[CH:31]=[CH:30][CH:29]=[CH:28][C:27]=3[N+:32]([O-:34])=[O:33])[S:23][C:20]2=[N:21][CH:22]=1.[OH-].[Na+].C1(C)C=CC=CC=1, predict the reaction product. The product is: [N+:32]([C:27]1[CH:28]=[CH:29][CH:30]=[CH:31][C:26]=1[C:24]1[S:23][C:20]2[C:19]([N:25]=1)=[CH:18][C:17]([CH2:16][O:1][CH:2]1[CH2:3][CH2:4][N:5]([C:8]([O:10][C:11]([CH3:14])([CH3:13])[CH3:12])=[O:9])[CH2:6][CH2:7]1)=[CH:22][N:21]=2)([O-:34])=[O:33]. (7) Given the reactants [CH3:1][N:2]1[CH:6]=[CH:5][C:4]([C:7]([O:9][CH2:10][CH3:11])=[O:8])=[C:3]1[CH3:12].Br[C:14]1[CH:15]=[C:16]2[C:21](=[CH:22][C:23]=1[CH:24]=[O:25])[CH2:20][N:19]([C:26]([O:28][CH2:29][C:30]1[CH:35]=[CH:34][CH:33]=[CH:32][CH:31]=1)=[O:27])[CH2:18][CH2:17]2.C([O-])(=O)C.[K+], predict the reaction product. The product is: [CH:24]([C:23]1[CH:22]=[C:21]2[C:16]([CH2:17][CH2:18][N:19]([C:26]([O:28][CH2:29][C:30]3[CH:35]=[CH:34][CH:33]=[CH:32][CH:31]=3)=[O:27])[CH2:20]2)=[CH:15][C:14]=1[C:6]1[N:2]([CH3:1])[C:3]([CH3:12])=[C:4]([C:7]([O:9][CH2:10][CH3:11])=[O:8])[CH:5]=1)=[O:25]. (8) Given the reactants [NH2:1][C:2]1[CH:10]=[C:9]([N+:11]([O-:13])=[O:12])[CH:8]=[CH:7][C:3]=1[C:4]([OH:6])=O.[C:14](Cl)(=O)[CH2:15][CH3:16].[CH2:19]([O:21][C:22]1[CH:28]=[CH:27][CH:26]=[CH:25][C:23]=1[NH2:24])[CH3:20], predict the reaction product. The product is: [CH2:15]([C:16]1[N:24]([C:23]2[CH:25]=[CH:26][CH:27]=[CH:28][C:22]=2[O:21][CH2:19][CH3:20])[C:4](=[O:6])[C:3]2[C:2](=[CH:10][C:9]([N+:11]([O-:13])=[O:12])=[CH:8][CH:7]=2)[N:1]=1)[CH3:14]. (9) Given the reactants [Cl:1][C:2]1[C:3]([CH2:12][CH:13]([NH2:15])[CH3:14])=[N:4][CH:5]=[C:6]([C:8]([F:11])([F:10])[F:9])[CH:7]=1.[F:16][CH:17]([F:28])[C:18]1[C:22]([C:23](O)=[O:24])=[C:21]([F:26])[N:20]([CH3:27])[N:19]=1.ON1C2C=CC=CC=2N=N1.C(N(CC)CC)C, predict the reaction product. The product is: [Cl:1][C:2]1[C:3]([CH2:12][CH:13]([NH:15][C:23]([C:22]2[C:18]([CH:17]([F:28])[F:16])=[N:19][N:20]([CH3:27])[C:21]=2[F:26])=[O:24])[CH3:14])=[N:4][CH:5]=[C:6]([C:8]([F:11])([F:9])[F:10])[CH:7]=1.